Dataset: Forward reaction prediction with 1.9M reactions from USPTO patents (1976-2016). Task: Predict the product of the given reaction. Given the reactants [C:1]([C:3]1[CH:4]=[C:5]([CH2:9][C:10]([OH:12])=[O:11])[CH:6]=[CH:7][CH:8]=1)#[N:2].[ClH:13].[CH2:14](O)[CH3:15], predict the reaction product. The product is: [ClH:13].[NH2:2][CH2:1][C:3]1[CH:4]=[C:5]([CH2:9][C:10]([O:12][CH2:14][CH3:15])=[O:11])[CH:6]=[CH:7][CH:8]=1.